From a dataset of Full USPTO retrosynthesis dataset with 1.9M reactions from patents (1976-2016). Predict the reactants needed to synthesize the given product. (1) Given the product [I:34][C:2]1[CH:7]=[CH:6][C:5]([CH2:8][C:9]([O:11][CH2:12][CH3:13])=[O:10])=[CH:4][C:3]=1[C:14]1[CH:19]=[CH:18][C:17]([C:20]([F:23])([F:22])[F:21])=[CH:16][CH:15]=1, predict the reactants needed to synthesize it. The reactants are: N[C:2]1[CH:7]=[CH:6][C:5]([CH2:8][C:9]([O:11][CH2:12][CH3:13])=[O:10])=[CH:4][C:3]=1[C:14]1[CH:19]=[CH:18][C:17]([C:20]([F:23])([F:22])[F:21])=[CH:16][CH:15]=1.CCCC(C)C.N([O-])=O.[Na+].[I-:34].[K+]. (2) Given the product [NH2:16][CH2:2][C:3]1[O:7][C:6]([S:8][C:9]2[CH:14]=[CH:13][CH:12]=[CH:11][CH:10]=2)=[N:5][C:4]=1[CH3:15], predict the reactants needed to synthesize it. The reactants are: Cl[CH2:2][C:3]1[O:7][C:6]([S:8][C:9]2[CH:14]=[CH:13][CH:12]=[CH:11][CH:10]=2)=[N:5][C:4]=1[CH3:15].[NH3:16]. (3) Given the product [Cl:1][C:2]1[S:6][C:5]([C:7]([NH:9][CH2:10][C@H:11]2[CH2:12][O:14]2)=[O:8])=[CH:4][CH:3]=1, predict the reactants needed to synthesize it. The reactants are: [Cl:1][C:2]1[S:6][C:5]([C:7]([NH:9][CH2:10][C@H:11]([OH:14])[CH2:12]Cl)=[O:8])=[CH:4][CH:3]=1.[OH-].[Na+]. (4) Given the product [Br:1][C:2]1[C:7]2[S:8][CH:9]=[CH:10][C:6]=2[C:5]([Cl:11])=[C:4]([C:12]([C:41]2[CH:42]=[CH:43][C:38]([O:37][CH2:35][CH3:36])=[CH:39][CH:40]=2)=[O:14])[CH:3]=1, predict the reactants needed to synthesize it. The reactants are: [Br:1][C:2]1[C:7]2[S:8][CH:9]=[CH:10][C:6]=2[C:5]([Cl:11])=[C:4]([C:12]([OH:14])=O)[CH:3]=1.C(Cl)(C(Cl)=O)=O.BrC1C2SC=CC=2C(Cl)=C(C(Cl)=O)C=1.[CH2:35]([O:37][C:38]1[CH:43]=[CH:42][CH:41]=[CH:40][CH:39]=1)[CH3:36].[Al+3].[Cl-].[Cl-].[Cl-]. (5) The reactants are: [Cl:1][C:2]1[N:10]=[C:9]2[C:5]([NH:6][C:7]([S:11]([CH3:14])(=[O:13])=[O:12])=[N:8]2)=[CH:4][N:3]=1.C(N(CC)C(C)C)(C)C.[CH3:24][Si:25]([CH3:32])([CH3:31])[CH2:26][CH2:27][O:28][CH2:29]Cl.CCOC(C)=O. Given the product [Cl:1][C:2]1[N:10]=[C:9]2[C:5]([N:6]([CH2:29][O:28][CH2:27][CH2:26][Si:25]([CH3:32])([CH3:31])[CH3:24])[C:7]([S:11]([CH3:14])(=[O:13])=[O:12])=[N:8]2)=[CH:4][N:3]=1, predict the reactants needed to synthesize it. (6) Given the product [F:33][C:30]1[CH:31]=[CH:32][C:27]([O:26][C:23]2[CH:24]=[CH:25][C:20]([S:17]([N:8]([CH2:9][C:10]([OH:12])=[O:11])[CH2:7][C:6](=[O:5])[NH:42][OH:43])(=[O:19])=[O:18])=[CH:21][CH:22]=2)=[CH:28][CH:29]=1, predict the reactants needed to synthesize it. The reactants are: C([O:5][C:6](=O)[CH2:7][N:8]([S:17]([C:20]1[CH:25]=[CH:24][C:23]([O:26][C:27]2[CH:32]=[CH:31][C:30]([F:33])=[CH:29][CH:28]=2)=[CH:22][CH:21]=1)(=[O:19])=[O:18])[CH2:9][C:10]([O:12]C(C)(C)C)=[O:11])(C)(C)C.CN1CCOCC1.[NH2:42][OH:43].Cl.[OH-].[K+]. (7) Given the product [CH3:21][S:18]([CH2:16][CH2:17][N:11]1[CH2:12][CH2:13][NH:8][CH2:9][C:10]1([CH3:14])[CH3:15])(=[O:20])=[O:19], predict the reactants needed to synthesize it. The reactants are: C(OC([N:8]1[CH2:13][CH2:12][NH:11][C:10]([CH3:15])([CH3:14])[CH2:9]1)=O)(C)(C)C.[CH:16]([S:18]([CH3:21])(=[O:20])=[O:19])=[CH2:17]. (8) Given the product [C:15]([N:14]1[C:11]2[CH:12]=[CH:13][C:8]([C:5]3[CH:4]=[N:3][C:2]([NH2:1])=[N:7][CH:6]=3)=[CH:9][C:10]=2[N:19]=[C:28]1[C:27]1[CH:30]=[C:31]([O:34][CH3:35])[CH:32]=[CH:33][C:26]=1[N:24]1[CH:25]=[C:21]([Cl:20])[CH:22]=[N:23]1)([CH3:16])([CH3:18])[CH3:17], predict the reactants needed to synthesize it. The reactants are: [NH2:1][C:2]1[N:7]=[CH:6][C:5]([C:8]2[CH:9]=[C:10]([NH2:19])[C:11]([NH:14][C:15]([CH3:18])([CH3:17])[CH3:16])=[CH:12][CH:13]=2)=[CH:4][N:3]=1.[Cl:20][C:21]1[CH:22]=[N:23][N:24]([C:26]2[CH:33]=[CH:32][C:31]([O:34][CH3:35])=[CH:30][C:27]=2[CH:28]=O)[CH:25]=1.C([O-])(O)=O.[Na+]. (9) Given the product [NH2:15][C:20]([CH3:19])([CH3:28])[C:23]([NH:1][C:2]1[CH:3]=[CH:4][C:5](/[CH:6]=[CH:7]/[C:8]([O:10][CH2:11][CH3:12])=[O:9])=[CH:13][CH:14]=1)=[O:26], predict the reactants needed to synthesize it. The reactants are: [NH2:1][C:2]1[CH:14]=[CH:13][C:5]([CH:6]=[CH:7][C:8]([O:10][CH2:11][CH3:12])=[O:9])=[CH:4][CH:3]=1.[N:15]1[CH:20]=[CH:19]C=CC=1.[OH-].[Na+].[C:23]([O-:26])(O)=O.[Na+].[CH2:28](Cl)Cl. (10) Given the product [Br:5][C:6]1[CH:7]=[C:8]([CH:12]=[CH:13][C:14]=1[CH2:15][OH:16])[C:9]([NH:22][C:21]1[CH:23]=[CH:24][CH:25]=[C:19]([C:18]([F:17])([F:26])[F:27])[CH:20]=1)=[O:11], predict the reactants needed to synthesize it. The reactants are: C(Cl)CCl.[Br:5][C:6]1[CH:7]=[C:8]([CH:12]=[CH:13][C:14]=1[CH2:15][OH:16])[C:9]([OH:11])=O.[F:17][C:18]([F:27])([F:26])[C:19]1[CH:20]=[C:21]([CH:23]=[CH:24][CH:25]=1)[NH2:22].C1C=NC2N(O)N=NC=2C=1.